From a dataset of Catalyst prediction with 721,799 reactions and 888 catalyst types from USPTO. Predict which catalyst facilitates the given reaction. (1) Reactant: [C:1]1([CH3:22])[CH:6]=[CH:5][C:4]([S:7]([NH:10][C@@H:11]([C:19]([OH:21])=[O:20])[CH2:12][C:13]2[CH:18]=[CH:17][CH:16]=[CH:15][CH:14]=2)(=[O:9])=[O:8])=[CH:3][CH:2]=1. Product: [C:1]1([CH3:22])[CH:2]=[CH:3][C:4]([S:7]([NH:10][C@H:11]([C:19]([OH:21])=[O:20])[CH2:12][C:13]2[CH:18]=[CH:17][CH:16]=[CH:15][CH:14]=2)(=[O:9])=[O:8])=[CH:5][CH:6]=1. The catalyst class is: 698. (2) Reactant: C([O:3][C:4]([CH:6]1[CH2:11][CH2:10][N:9]([C:12]([O:14][C:15]([CH3:18])([CH3:17])[CH3:16])=[O:13])[CH2:8][C:7]1=O)=O)C.[O-]CC.[Na+].Cl.[CH:25]([NH2:27])=[NH:26]. Product: [C:15]([O:14][C:12]([N:9]1[CH2:10][CH2:11][C:6]2[C:4]([OH:3])=[N:27][CH:25]=[N:26][C:7]=2[CH2:8]1)=[O:13])([CH3:18])([CH3:17])[CH3:16]. The catalyst class is: 14. (3) Reactant: [CH2:1]([N:3]1[CH:7]=[C:6]([C:8]([OH:10])=O)[C:5]([CH3:11])=[N:4]1)[CH3:2].O1CCCC1.S(Cl)(Cl)=O.[NH2:21][C:22]1[CH:23]=[C:24]([CH:41]=[CH:42][C:43]=1[F:44])[O:25][C:26]1[CH:27]=[CH:28][C:29]2[N:30]([N:32]=[C:33]([NH:35][C:36]([CH:38]3[CH2:40][CH2:39]3)=[O:37])[N:34]=2)[CH:31]=1. Product: [CH:38]1([C:36]([NH:35][C:33]2[N:34]=[C:29]3[CH:28]=[CH:27][C:26]([O:25][C:24]4[CH:41]=[CH:42][C:43]([F:44])=[C:22]([NH:21][C:8]([C:6]5[C:5]([CH3:11])=[N:4][N:3]([CH2:1][CH3:2])[CH:7]=5)=[O:10])[CH:23]=4)=[CH:31][N:30]3[N:32]=2)=[O:37])[CH2:39][CH2:40]1. The catalyst class is: 402. (4) Reactant: [Br:1][C:2]1[CH:7]=[CH:6][C:5]([OH:8])=[CH:4][CH:3]=1.CC([O-])(C)C.[K+].Br[CH2:16][C:17]([CH:19]1[CH2:21][CH2:20]1)=[O:18].C([O-])([O-])=O.[K+].[K+]. Product: [Br:1][C:2]1[CH:7]=[CH:6][C:5]([O:8][CH2:16][C:17]([CH:19]2[CH2:21][CH2:20]2)=[O:18])=[CH:4][CH:3]=1. The catalyst class is: 16. (5) Reactant: [CH3:1][O:2][C:3](=[O:22])[CH2:4][CH:5]1[C:9]2=[CH:10][C:11]3[C:12]([S:18]([CH3:21])(=[O:20])=[O:19])=[CH:13][C:14]([OH:17])=[CH:15][C:16]=3[N:8]2[CH2:7][CH2:6]1.[CH2:23](Br)[C:24]1[CH:29]=[CH:28][CH:27]=[CH:26][CH:25]=1.C([O-])([O-])=O.[Cs+].[Cs+].[NH4+].[Cl-]. Product: [CH3:1][O:2][C:3](=[O:22])[CH2:4][CH:5]1[C:9]2=[CH:10][C:11]3[C:12]([S:18]([CH3:21])(=[O:20])=[O:19])=[CH:13][C:14]([O:17][CH2:23][C:24]4[CH:29]=[CH:28][CH:27]=[CH:26][CH:25]=4)=[CH:15][C:16]=3[N:8]2[CH2:7][CH2:6]1. The catalyst class is: 18. (6) Reactant: [N:1]([C:4]1[CH:12]=[CH:11][C:7]([C:8]([OH:10])=O)=[CH:6][CH:5]=1)=[N+:2]=[N-:3].C1C=[CH:15][C:16]2N(O)N=[N:19][C:17]=2C=1.C(N)CC.CCN=C=NCCCN(C)C. Product: [N:1]([C:4]1[CH:5]=[CH:6][C:7]([C:8]([NH:19][CH2:17][CH2:16][CH3:15])=[O:10])=[CH:11][CH:12]=1)=[N+:2]=[N-:3]. The catalyst class is: 444. (7) Reactant: [Cl:1][C:2]1[C:3]2[N:4]([CH:18]=[N:19][CH:20]=2)[C:5]([C:11]2[CH:16]=[CH:15][CH:14]=[C:13]([F:17])[CH:12]=2)=[C:6]([C:8]([OH:10])=O)[CH:7]=1.C(N(CC)C(C)C)(C)C.Cl.[CH3:31][NH:32][O:33][CH3:34].ON1C2N=CC=CC=2N=N1.Cl.CN(C)CCCN=C=NCC.C(=O)(O)[O-].[Na+]. Product: [Cl:1][C:2]1[C:3]2[N:4]([CH:18]=[N:19][CH:20]=2)[C:5]([C:11]2[CH:16]=[CH:15][CH:14]=[C:13]([F:17])[CH:12]=2)=[C:6]([C:8]([N:32]([O:33][CH3:34])[CH3:31])=[O:10])[CH:7]=1. The catalyst class is: 9. (8) Reactant: [CH3:1][S:2]([N:5]1[CH2:10][CH2:9][CH:8]([CH2:11][N:12]([CH:16]2[CH2:25][CH2:24][C:23]3[C:18](=[CH:19][C:20]([N+:26]([O-])=O)=[CH:21][CH:22]=3)[CH2:17]2)[CH2:13][CH2:14][CH3:15])[CH2:7][CH2:6]1)(=[O:4])=[O:3]. Product: [CH3:1][S:2]([N:5]1[CH2:10][CH2:9][CH:8]([CH2:11][N:12]([CH2:13][CH2:14][CH3:15])[CH:16]2[CH2:25][CH2:24][C:23]3[C:18](=[CH:19][C:20]([NH2:26])=[CH:21][CH:22]=3)[CH2:17]2)[CH2:7][CH2:6]1)(=[O:4])=[O:3]. The catalyst class is: 29. (9) Reactant: Cl[C:2]1[N:7]=[N:6][C:5]([N:8]2[CH2:13][CH2:12][N:11]([C:14]([C:16]3[CH:21]=[CH:20][CH:19]=[CH:18][CH:17]=3)=[O:15])[CH2:10][C@H:9]2[CH3:22])=[C:4]2[N:23]=[CH:24][CH:25]=[CH:26][C:3]=12.[F:27][C:28]([F:39])([F:38])[C:29]1[CH:34]=[CH:33][C:32](B(O)O)=[CH:31][CH:30]=1.C(=O)([O-])[O-].[Na+].[Na+]. Product: [CH3:22][C@H:9]1[N:8]([C:5]2[N:6]=[N:7][C:2]([C:32]3[CH:33]=[CH:34][C:29]([C:28]([F:39])([F:38])[F:27])=[CH:30][CH:31]=3)=[C:3]3[CH:26]=[CH:25][CH:24]=[N:23][C:4]=23)[CH2:13][CH2:12][N:11]([C:14]([C:16]2[CH:21]=[CH:20][CH:19]=[CH:18][CH:17]=2)=[O:15])[CH2:10]1. The catalyst class is: 73.